From a dataset of Catalyst prediction with 721,799 reactions and 888 catalyst types from USPTO. Predict which catalyst facilitates the given reaction. (1) Reactant: C([O-])([O-])=O.[K+].[K+].Br[CH2:8][C:9]([C:11]12[CH2:20][CH:15]3[CH2:16][CH:17]([CH2:19][CH:13]([CH2:14]3)[CH2:12]1)[CH2:18]2)=[O:10].[Cl:21][C:22]1[CH:23]=[C:24]([OH:28])[CH:25]=[N:26][CH:27]=1. Product: [C:11]12([C:9](=[O:10])[CH2:8][O:28][C:24]3[CH:25]=[N:26][CH:27]=[C:22]([Cl:21])[CH:23]=3)[CH2:20][CH:15]3[CH2:16][CH:17]([CH2:19][CH:13]([CH2:14]3)[CH2:12]1)[CH2:18]2. The catalyst class is: 21. (2) Reactant: [CH3:1][N:2]([CH3:5])[CH:3]=O.ClC[CH2:8][O:9][C:10]1[CH:19]=[C:18]2[C:13]([C:14]([O:20][C:21]3[C:22]([CH3:31])=[N:23][C:24]4[C:29]([CH:30]=3)=[CH:28][CH:27]=[CH:26][CH:25]=4)=[CH:15][CH:16]=[N:17]2)=[CH:12][C:11]=1[O:32][CH3:33].C(=O)([O-])[O-].[K+].[K+].[I-].[Na+]. Product: [CH3:33][O:32][C:11]1[CH:12]=[C:13]2[C:18](=[CH:19][C:10]=1[O:9][CH2:8][CH2:3][N:2]([CH3:5])[CH3:1])[N:17]=[CH:16][CH:15]=[C:14]2[O:20][C:21]1[C:22]([CH3:31])=[N:23][C:24]2[C:29]([CH:30]=1)=[CH:28][CH:27]=[CH:26][CH:25]=2. The catalyst class is: 6. (3) Reactant: [S:1]1[CH2:6][CH2:5][CH:4]([CH:7]=O)[CH2:3][CH2:2]1.[CH2:9]([O:11][C:12]1[CH:17]=[CH:16][C:15]([N:18]2[C:22]3[CH:23]=[CH:24][C:25]([F:27])=[CH:26][C:21]=3[N:20]=[C:19]2[C@H:28]([NH2:30])[CH3:29])=[CH:14][CH:13]=1)[CH3:10].C(O[BH-](OC(=O)C)OC(=O)C)(=O)C.[Na+]. Product: [CH2:9]([O:11][C:12]1[CH:13]=[CH:14][C:15]([N:18]2[C:22]3[CH:23]=[CH:24][C:25]([F:27])=[CH:26][C:21]=3[N:20]=[C:19]2[C@H:28]([NH:30][CH2:7][CH:4]2[CH2:3][CH2:2][S:1][CH2:6][CH2:5]2)[CH3:29])=[CH:16][CH:17]=1)[CH3:10]. The catalyst class is: 576. (4) Reactant: Br[C:2]1[CH:31]=[CH:30][C:5]([O:6][CH2:7][CH2:8][CH2:9][N:10]2[CH2:15][CH2:14][CH:13]([C:16]([C:24]3[CH:29]=[CH:28][CH:27]=[CH:26][CH:25]=3)([C:18]3[CH:23]=[CH:22][CH:21]=[CH:20][CH:19]=3)[OH:17])[CH2:12][CH2:11]2)=[CH:4][CH:3]=1.[N:32]1[CH:37]=[CH:36][C:35](B(O)O)=[CH:34][CH:33]=1.C1COCC1. Product: [C:18]1([C:16]([C:24]2[CH:29]=[CH:28][CH:27]=[CH:26][CH:25]=2)([CH:13]2[CH2:14][CH2:15][N:10]([CH2:9][CH2:8][CH2:7][O:6][C:5]3[CH:30]=[CH:31][C:2]([C:35]4[CH:36]=[CH:37][N:32]=[CH:33][CH:34]=4)=[CH:3][CH:4]=3)[CH2:11][CH2:12]2)[OH:17])[CH:23]=[CH:22][CH:21]=[CH:20][CH:19]=1. The catalyst class is: 263. (5) Reactant: [CH3:1][C:2]([NH:7][C:8]([NH:10][C:11]1[CH:16]=[CH:15][C:14]([S:17][C:18]([F:21])([F:20])[F:19])=[CH:13][CH:12]=1)=[O:9])([CH3:6])[C:3]([O-:5])=O.C([O-])([O-])=O.[K+].[K+].[Cl:28][C:29]1[CH:34]=[C:33]([CH2:35]Cl)[CH:32]=[CH:31][N:30]=1. Product: [Cl:28][C:29]1[CH:34]=[C:33]([CH2:35][N:7]2[C:2]([CH3:1])([CH3:6])[C:3](=[O:5])[N:10]([C:11]3[CH:16]=[CH:15][C:14]([S:17][C:18]([F:21])([F:20])[F:19])=[CH:13][CH:12]=3)[C:8]2=[O:9])[CH:32]=[CH:31][N:30]=1. The catalyst class is: 3. (6) Reactant: [Cl:1][C:2]1[C:7]([N+:8]([O-:10])=[O:9])=[C:6]([NH2:11])[CH:5]=[C:4]([Cl:12])[N:3]=1.[CH3:13][C:14]([O:17][C:18](O[C:18]([O:17][C:14]([CH3:16])([CH3:15])[CH3:13])=[O:19])=[O:19])([CH3:16])[CH3:15].C[Si]([N-][Si](C)(C)C)(C)C.[Na+]. Product: [Cl:1][C:2]1[C:7]([N+:8]([O-:10])=[O:9])=[C:6]([NH:11][C:18](=[O:19])[O:17][C:14]([CH3:16])([CH3:15])[CH3:13])[CH:5]=[C:4]([Cl:12])[N:3]=1. The catalyst class is: 7. (7) Reactant: C([O:3][C:4]([C:6]1([S:21]([C:24]2[CH:29]=[CH:28][C:27]([O:30][CH3:31])=[CH:26][CH:25]=2)(=[O:23])=[O:22])[CH2:11][CH2:10][N:9]([CH2:12][CH2:13][CH2:14][C:15]2[CH:20]=[CH:19][CH:18]=[CH:17][CH:16]=2)[CH2:8][CH2:7]1)=[O:5])C. Product: [CH3:31][O:30][C:27]1[CH:28]=[CH:29][C:24]([S:21]([C:6]2([C:4]([OH:5])=[O:3])[CH2:7][CH2:8][N:9]([CH2:12][CH2:13][CH2:14][C:15]3[CH:16]=[CH:17][CH:18]=[CH:19][CH:20]=3)[CH2:10][CH2:11]2)(=[O:23])=[O:22])=[CH:25][CH:26]=1. The catalyst class is: 702. (8) Reactant: [Br:1][C:2]1[C:11]2[C:6](=[CH:7][C:8]([Cl:12])=[CH:9][CH:10]=2)[CH:5]=[N:4][CH:3]=1.C1C=C(Cl)C=C(C(OO)=[O:21])C=1.CCOCC. Product: [Br:1][C:2]1[C:11]2[C:6](=[CH:7][C:8]([Cl:12])=[CH:9][CH:10]=2)[CH:5]=[N+:4]([O-:21])[CH:3]=1. The catalyst class is: 2.